From a dataset of Forward reaction prediction with 1.9M reactions from USPTO patents (1976-2016). Predict the product of the given reaction. (1) Given the reactants COC1C=C(OC)C=CC=1C[N:6]1[C:11](=[O:12])[C:10]2[CH:13]=[C:14]([CH2:16][CH3:17])[S:15][C:9]=2[NH:8][C:7]1=[O:18].O[CH2:26][C:27]1[CH:32]=[CH:31][C:30]([C:33]2[C:34]([C:39]#[N:40])=[CH:35][CH:36]=[CH:37][CH:38]=2)=[CH:29][C:28]=1[O:41][CH3:42].N(C(N1CCCCC1)=O)=NC(N1CCCCC1)=O.C(P(CCCC)CCCC)CCC, predict the reaction product. The product is: [CH2:16]([C:14]1[S:15][C:9]2[N:8]([CH2:26][C:27]3[CH:32]=[CH:31][C:30]([C:33]4[C:34]([C:39]#[N:40])=[CH:35][CH:36]=[CH:37][CH:38]=4)=[CH:29][C:28]=3[O:41][CH3:42])[C:7](=[O:18])[NH:6][C:11](=[O:12])[C:10]=2[CH:13]=1)[CH3:17]. (2) Given the reactants [F:1][C:2]1[CH:3]=[C:4]([CH3:13])[C:5]([O:11][CH3:12])=[C:6]([CH:8]([OH:10])[CH3:9])[CH:7]=1.[Cr](Cl)([O-])(=O)=O.[NH+]1C=CC=CC=1.C(OCC)C, predict the reaction product. The product is: [F:1][C:2]1[CH:3]=[C:4]([CH3:13])[C:5]([O:11][CH3:12])=[C:6]([C:8](=[O:10])[CH3:9])[CH:7]=1. (3) Given the reactants [Cl:1][C:2]1[CH:3]=[C:4]([C:9]23[CH2:14][CH:13]2[CH2:12][C:11](=[O:15])[CH2:10]3)[CH:5]=[CH:6][C:7]=1[Cl:8].[C:16]([O-])(=O)[CH3:17].[NH4+].[BH3-]C#[N:23].[Na+].[ClH:25].C#N, predict the reaction product. The product is: [ClH:1].[Cl:1][C:2]1[CH:3]=[C:4]([C:9]23[CH2:14][CH:13]2[CH2:12][CH:11]([NH2:23])[CH2:10]3)[CH:5]=[CH:6][C:7]=1[Cl:8].[ClH:25].[CH2:16]([O:15][CH2:11][CH3:12])[CH3:17].